Dataset: Forward reaction prediction with 1.9M reactions from USPTO patents (1976-2016). Task: Predict the product of the given reaction. (1) Given the reactants [C:1]([O:5][C:6]([N:8]1[CH2:12][C@H:11]([OH:13])[CH2:10][C@H:9]1[CH2:14][C:15]#[CH:16])=[O:7])([CH3:4])([CH3:3])[CH3:2].[F-].C([N+](CCCC)(CCCC)CCCC)CCC, predict the reaction product. The product is: [C:1]([O:5][C:6]([N:8]1[CH2:12][C@@H:11]([OH:13])[CH2:10][C@H:9]1[CH2:14][C:15]#[CH:16])=[O:7])([CH3:4])([CH3:3])[CH3:2]. (2) The product is: [Cl:10][C:11]1[CH:16]=[CH:15][N:14]=[C:13]([C@@H:17]([NH:18][S@:19]([C:21]([CH3:24])([CH3:23])[CH3:22])=[O:20])[CH2:7][CH:6]=[CH2:5])[CH:12]=1. Given the reactants [Cl-].[In+3].[Cl-].[Cl-].[CH2:5]([Mg]Br)[CH:6]=[CH2:7].[Cl:10][C:11]1[CH:16]=[CH:15][N:14]=[C:13](/[CH:17]=[N:18]/[S@:19]([C:21]([CH3:24])([CH3:23])[CH3:22])=[O:20])[CH:12]=1, predict the reaction product. (3) Given the reactants [CH:1]1[C:11]2[CH:10]=[CH:9][C:8]3[CH:12]=[CH:13][CH:14]=[CH:15][C:7]=3[C:6](=[C:16]3[CH2:21][CH2:20][N:19]([C:22](=[O:36])[CH2:23][CH:24]([NH:29][C:30](=[O:35])[C:31]([CH3:34])([CH3:33])[CH3:32])[C:25](OC)=[O:26])[CH2:18][CH2:17]3)[C:5]=2[CH:4]=[CH:3][CH:2]=1.[BH4-].[Li+].[Cl-].[NH4+], predict the reaction product. The product is: [CH:1]1[C:11]2[CH:10]=[CH:9][C:8]3[CH:12]=[CH:13][CH:14]=[CH:15][C:7]=3[C:6](=[C:16]3[CH2:17][CH2:18][N:19]([C:22](=[O:36])[CH2:23][CH:24]([NH:29][C:30](=[O:35])[C:31]([CH3:32])([CH3:34])[CH3:33])[CH2:25][OH:26])[CH2:20][CH2:21]3)[C:5]=2[CH:4]=[CH:3][CH:2]=1. (4) Given the reactants [O:1]1[CH2:6][CH2:5][CH:4]([CH2:7][CH2:8][O:9][C:10]2[CH:18]=[CH:17][C:13]([C:14]([OH:16])=O)=[CH:12][CH:11]=2)[CH2:3][CH2:2]1.[NH2:19][CH:20]1[CH:27]2[CH2:28][C:23]3([OH:30])[CH2:24][CH:25]([CH2:29][CH:21]1[CH2:22]3)[CH2:26]2, predict the reaction product. The product is: [OH:30][C:23]12[CH2:28][CH:27]3[CH2:26][CH:25]([CH2:29][CH:21]([CH:20]3[NH:19][C:14](=[O:16])[C:13]3[CH:12]=[CH:11][C:10]([O:9][CH2:8][CH2:7][CH:4]4[CH2:3][CH2:2][O:1][CH2:6][CH2:5]4)=[CH:18][CH:17]=3)[CH2:22]1)[CH2:24]2. (5) Given the reactants C(=O)(O)[O-].[Na+].[NH2:6][C:7]1[CH:12]=[CH:11][N:10]2[CH:13]=[C:14]([CH3:16])[N:15]=[C:9]2[C:8]=1[Br:17].Cl[C:19]([O:21][CH2:22][CH3:23])=[O:20].O, predict the reaction product. The product is: [Br:17][C:8]1[C:9]2[N:10]([CH:13]=[C:14]([CH3:16])[N:15]=2)[CH:11]=[CH:12][C:7]=1[NH:6][C:19]([O:21][CH2:22][CH3:23])=[O:20]. (6) Given the reactants [CH:1]([O:4][C:5]1[CH:10]=[CH:9][C:8]([S:11]([N:14]2[CH2:19][CH2:18][NH:17][CH2:16][CH2:15]2)(=[O:13])=[O:12])=[CH:7][CH:6]=1)([CH3:3])[CH3:2].CCC([O-])(C)C.[Na+].Cl[C:28]1[CH:29]=[CH:30][C:31]([C:35]2[O:36][CH:37]=[CH:38][N:39]=2)=[C:32]([OH:34])[CH:33]=1.Cl, predict the reaction product. The product is: [CH:1]([O:4][C:5]1[CH:10]=[CH:9][C:8]([S:11]([N:14]2[CH2:15][CH2:16][N:17]([C:28]3[CH:29]=[CH:30][C:31]([C:35]4[O:36][CH:37]=[CH:38][N:39]=4)=[C:32]([OH:34])[CH:33]=3)[CH2:18][CH2:19]2)(=[O:12])=[O:13])=[CH:7][CH:6]=1)([CH3:3])[CH3:2]. (7) Given the reactants [CH2:1]([C:3]1([C:21]2[CH:26]=[CH:25][C:24]([F:27])=[CH:23][CH:22]=2)[C:12]2[C:7](=[CH:8][CH:9]=[C:10]([F:14])[C:11]=2[F:13])[NH:6][C:5](=[O:15])[N:4]1[CH2:16][C:17]([F:20])([F:19])[F:18])[CH3:2].[H-].[Na+].[N:30]1[CH:35]=[CH:34][CH:33]=[CH:32][C:31]=1CCl.[CH3:38]N(C=O)C, predict the reaction product. The product is: [CH2:1]([C:3]1([C:21]2[CH:22]=[CH:23][C:24]([F:27])=[CH:25][CH:26]=2)[C:12]2[C:7](=[CH:8][CH:9]=[C:10]([F:14])[C:11]=2[F:13])[N:6]([CH2:38][C:33]2[CH:32]=[CH:31][N:30]=[CH:35][CH:34]=2)[C:5](=[O:15])[N:4]1[CH2:16][C:17]([F:18])([F:19])[F:20])[CH3:2].